Dataset: Peptide-MHC class II binding affinity with 134,281 pairs from IEDB. Task: Regression. Given a peptide amino acid sequence and an MHC pseudo amino acid sequence, predict their binding affinity value. This is MHC class II binding data. (1) The peptide sequence is GGRLAFQEFMIVPSG. The MHC is HLA-DPA10201-DPB11401 with pseudo-sequence HLA-DPA10201-DPB11401. The binding affinity (normalized) is 0.152. (2) The peptide sequence is AFKVAATAANAAHAN. The MHC is DRB1_1001 with pseudo-sequence DRB1_1001. The binding affinity (normalized) is 0.893. (3) The peptide sequence is AFDVAATAANAAPAN. The MHC is HLA-DPA10103-DPB10301 with pseudo-sequence HLA-DPA10103-DPB10301. The binding affinity (normalized) is 0.142. (4) The peptide sequence is PSWASVKEDLVAYGG. The MHC is HLA-DQA10201-DQB10301 with pseudo-sequence HLA-DQA10201-DQB10301. The binding affinity (normalized) is 0.258. (5) The peptide sequence is VLDILTANKLIRQKL. The MHC is DRB1_0701 with pseudo-sequence DRB1_0701. The binding affinity (normalized) is 0.706. (6) The peptide sequence is FAESNSGGDVVHLALMA. The MHC is DRB1_1501 with pseudo-sequence DRB1_1501. The binding affinity (normalized) is 0.0259. (7) The peptide sequence is TYGDKWLDAKSTWYG. The MHC is DRB3_0101 with pseudo-sequence DRB3_0101. The binding affinity (normalized) is 0.219. (8) The peptide sequence is FWAVRGGGGESFGIV. The MHC is DRB1_1501 with pseudo-sequence DRB1_1501. The binding affinity (normalized) is 0.344. (9) The peptide sequence is SNGEIEDVQTDIPSE. The MHC is HLA-DQA10501-DQB10303 with pseudo-sequence HLA-DQA10501-DQB10303. The binding affinity (normalized) is 0.154.